From a dataset of Forward reaction prediction with 1.9M reactions from USPTO patents (1976-2016). Predict the product of the given reaction. (1) Given the reactants [C:1]1([CH3:19])[CH:6]=[C:5]([CH3:7])[CH:4]=[C:3]([CH3:8])[C:2]=1[C:9]1[CH:14]=[CH:13][CH:12]=[C:11]([N+:15]([O-])=O)[C:10]=1[CH3:18], predict the reaction product. The product is: [C:1]1([CH3:19])[CH:6]=[C:5]([CH3:7])[CH:4]=[C:3]([CH3:8])[C:2]=1[C:9]1[C:10]([CH3:18])=[C:11]([CH:12]=[CH:13][CH:14]=1)[NH2:15]. (2) Given the reactants [CH2:1]([N:8]1[CH2:13][CH2:12][CH:11]([O:14][C:15]2[CH:20]=[CH:19][CH:18]=[C:17](Cl)[N:16]=2)[CH2:10][C:9]1([CH3:23])[CH3:22])[C:2]1[CH:7]=[CH:6][CH:5]=[CH:4][CH:3]=1.C(=[NH:37])(C1C=CC=CC=1)C1C=CC=CC=1.CC(C)([O-])C.[Na+].C1(P(C2C=CC=CC=2)C2C=CC3C(=CC=CC=3)C=2C2C3C(=CC=CC=3)C=CC=2P(C2C=CC=CC=2)C2C=CC=CC=2)C=CC=CC=1, predict the reaction product. The product is: [CH2:1]([N:8]1[CH2:13][CH2:12][CH:11]([O:14][C:15]2[N:16]=[C:17]([NH2:37])[CH:18]=[CH:19][CH:20]=2)[CH2:10][C:9]1([CH3:23])[CH3:22])[C:2]1[CH:7]=[CH:6][CH:5]=[CH:4][CH:3]=1. (3) Given the reactants Cl[C:2]1[CH:11]=[CH:10][C:9]2[C:4](=[CH:5][CH:6]=[C:7]([O:12][CH2:13][C:14]3[CH:19]=[CH:18][C:17]([F:20])=[CH:16][CH:15]=3)[CH:8]=2)[N:3]=1.[NH2:21][C@H:22]1[C:30]2[C:25](=[CH:26][CH:27]=[CH:28][CH:29]=2)[CH2:24][CH2:23]1, predict the reaction product. The product is: [F:20][C:17]1[CH:18]=[CH:19][C:14]([CH2:13][O:12][C:7]2[CH:8]=[C:9]3[C:4](=[CH:5][CH:6]=2)[N:3]=[C:2]([NH:21][C@H:22]2[C:30]4[C:25](=[CH:26][CH:27]=[CH:28][CH:29]=4)[CH2:24][CH2:23]2)[CH:11]=[CH:10]3)=[CH:15][CH:16]=1. (4) Given the reactants [NH2:1][C:2]1[C:3]2[N:10]([C:11]3[CH:16]=[CH:15][C:14]([N+:17]([O-])=O)=[C:13]([O:20][CH3:21])[CH:12]=3)[N:9]=[C:8]([C:22]3[CH2:23][CH2:24][N:25]([C:28]([O:30][C:31]([CH3:34])([CH3:33])[CH3:32])=[O:29])[CH2:26][CH:27]=3)[C:4]=2[N:5]=[CH:6][N:7]=1, predict the reaction product. The product is: [NH2:1][C:2]1[C:3]2[N:10]([C:11]3[CH:16]=[CH:15][C:14]([NH2:17])=[C:13]([O:20][CH3:21])[CH:12]=3)[N:9]=[C:8]([CH:22]3[CH2:27][CH2:26][N:25]([C:28]([O:30][C:31]([CH3:34])([CH3:33])[CH3:32])=[O:29])[CH2:24][CH2:23]3)[C:4]=2[N:5]=[CH:6][N:7]=1. (5) Given the reactants [C:1]([Si:5]([CH3:24])([CH3:23])[O:6][C@H:7]1[CH2:12][CH2:11][C@H:10]([O:13][C:14]2[CH:21]=[CH:20][C:19]([Cl:22])=[CH:18][C:15]=2[CH:16]=O)[CH2:9][CH2:8]1)([CH3:4])([CH3:3])[CH3:2].[CH3:25][Si:26]([CH3:33])([CH3:32])N[Si:26]([CH3:33])([CH3:32])[CH3:25].C([Li])CCC.C[Si](Cl)(C)C.[CH2:44]([N:46](CC)CC)[CH3:45].C(Cl)(=[O:53])C, predict the reaction product. The product is: [C:1]([Si:5]([CH3:23])([CH3:24])[O:6][C@H:7]1[CH2:8][CH2:9][C@H:10]([O:13][C:14]2[CH:21]=[CH:20][C:19]([Cl:22])=[CH:18][C:15]=2[CH:16]=[N:46][C:44]([O:53][Si:26]([CH3:33])([CH3:32])[CH3:25])=[CH2:45])[CH2:11][CH2:12]1)([CH3:3])([CH3:4])[CH3:2]. (6) Given the reactants Br[C:2]1[N:7]=[C:6]([NH:8][C:9](=[O:14])[C:10]([CH3:13])([CH3:12])[CH3:11])[CH:5]=[CH:4][CH:3]=1.C([Mg]Cl)(C)C.CN(C)[CH:22]=[O:23], predict the reaction product. The product is: [CH:22]([C:2]1[N:7]=[C:6]([NH:8][C:9](=[O:14])[C:10]([CH3:13])([CH3:12])[CH3:11])[CH:5]=[CH:4][CH:3]=1)=[O:23]. (7) Given the reactants C([O:8][C:9]1[C:18]2[C:13](=[CH:14][CH:15]=[CH:16][CH:17]=2)[C:12](O)=[C:11]([CH3:20])[CH:10]=1)C1C=CC=CC=1.C(=O)([O-])[O-:22].[K+].[K+].[Cl:27][CH2:28][CH:29]1[CH2:31][O:30]1.Cl.[OH:33][C:34]1[CH:39]=[CH:38][CH:37]=[CH:36][C:35]=1[N:40]1[CH2:45][CH2:44][NH:43][CH2:42][CH2:41]1, predict the reaction product. The product is: [ClH:27].[CH3:20][C:11]1[CH:10]=[C:9]([OH:8])[C:18]2[C:13](=[CH:14][CH:15]=[CH:16][CH:17]=2)[C:12]=1[O:30][CH2:31][CH:29]([OH:22])[CH2:28][N:43]1[CH2:44][CH2:45][N:40]([C:35]2[CH:36]=[CH:37][CH:38]=[CH:39][C:34]=2[OH:33])[CH2:41][CH2:42]1. (8) Given the reactants C([Si](C)(C)[O:6][CH2:7][CH2:8][N:9]1[CH:13]=[CH:12][C:11]([NH:14][C:15](=[O:33])[C@@H:16]([C:23]2[CH:28]=[CH:27][CH:26]=[C:25]([C:29]([F:32])([F:31])[F:30])[CH:24]=2)[CH2:17][CH:18]2[CH2:22][CH2:21][CH2:20][CH2:19]2)=[N:10]1)(C)(C)C.C(O)C, predict the reaction product. The product is: [CH:18]1([CH2:17][C@H:16]([C:23]2[CH:28]=[CH:27][CH:26]=[C:25]([C:29]([F:31])([F:32])[F:30])[CH:24]=2)[C:15]([NH:14][C:11]2[CH:12]=[CH:13][N:9]([CH2:8][CH2:7][OH:6])[N:10]=2)=[O:33])[CH2:22][CH2:21][CH2:20][CH2:19]1. (9) Given the reactants [F:1][C:2]([F:15])([F:14])[S:3](O[S:3]([C:2]([F:15])([F:14])[F:1])(=[O:5])=[O:4])(=[O:5])=[O:4].[CH2:16]([O:23][C:24]1[CH:25]=[C:26]([CH:29]=[CH:30][C:31]=1O)[CH:27]=[O:28])[C:17]1[CH:22]=[CH:21][CH:20]=[CH:19][CH:18]=1, predict the reaction product. The product is: [CH2:16]([O:23][C:24]1[CH:25]=[C:26]([CH:29]=[CH:30][C:31]=1[S:3]([C:2]([F:15])([F:14])[F:1])(=[O:5])=[O:4])[CH:27]=[O:28])[C:17]1[CH:18]=[CH:19][CH:20]=[CH:21][CH:22]=1. (10) Given the reactants [Cl:1][C:2]1[C:3]([O:11][CH2:12][C:13]2[CH:18]=[CH:17][C:16]([F:19])=[CH:15][CH:14]=2)=[CH:4][C:5]([C:8]([OH:10])=O)=[N:6][CH:7]=1.Cl.[F:21][C:22]([F:32])([F:31])[C@H:23]([C:25]1[CH:26]=[N:27][CH:28]=[CH:29][CH:30]=1)[NH2:24], predict the reaction product. The product is: [F:32][C:22]([F:21])([F:31])[C@@H:23]([NH:24][C:8]([C:5]1[CH:4]=[C:3]([O:11][CH2:12][C:13]2[CH:18]=[CH:17][C:16]([F:19])=[CH:15][CH:14]=2)[C:2]([Cl:1])=[CH:7][N:6]=1)=[O:10])[C:25]1[CH:26]=[N:27][CH:28]=[CH:29][CH:30]=1.